From a dataset of Peptide-MHC class II binding affinity with 134,281 pairs from IEDB. Regression. Given a peptide amino acid sequence and an MHC pseudo amino acid sequence, predict their binding affinity value. This is MHC class II binding data. (1) The peptide sequence is TESHVKISRTIYRGVSP. The MHC is DRB1_1101 with pseudo-sequence DRB1_1101. The binding affinity (normalized) is 0.511. (2) The peptide sequence is AATAANAAPANDKFT. The MHC is HLA-DQA10501-DQB10301 with pseudo-sequence HLA-DQA10501-DQB10301. The binding affinity (normalized) is 0.722. (3) The peptide sequence is SNVTFTVNQTSRLLM. The MHC is DRB3_0101 with pseudo-sequence DRB3_0101. The binding affinity (normalized) is 0.626. (4) The peptide sequence is TSWFYDNDNPYRTWH. The MHC is DRB1_0801 with pseudo-sequence DRB1_0801. The binding affinity (normalized) is 0. (5) The peptide sequence is AAFSRMLSLFFRQHI. The MHC is HLA-DQA10102-DQB10502 with pseudo-sequence HLA-DQA10102-DQB10502. The binding affinity (normalized) is 0.474. (6) The MHC is HLA-DQA10501-DQB10303 with pseudo-sequence HLA-DQA10501-DQB10303. The peptide sequence is ASTNDDEVLIEVNPP. The binding affinity (normalized) is 0. (7) The peptide sequence is LGLLYTVKYPNLNDL. The MHC is H-2-IAb with pseudo-sequence H-2-IAb. The binding affinity (normalized) is 0.356. (8) The binding affinity (normalized) is 0. The peptide sequence is TKPEACSGEPVVVHI. The MHC is DRB3_0202 with pseudo-sequence DRB3_0202. (9) The peptide sequence is TVVMQVKVPKGAPCR. The MHC is DRB1_0901 with pseudo-sequence DRB1_0901. The binding affinity (normalized) is 0.103. (10) The peptide sequence is AWMSAAATQAEQAAT. The MHC is HLA-DQA10501-DQB10201 with pseudo-sequence HLA-DQA10501-DQB10201. The binding affinity (normalized) is 0.560.